This data is from Reaction yield outcomes from USPTO patents with 853,638 reactions. The task is: Predict the reaction yield, written as a fraction of the theoretical maximum amount of product (1.0 means a 100% yield; for example, 0.34 means a 34% yield). (1) The reactants are C([O:3][C:4](=O)[CH2:5][NH:6][C:7]1[S:11][C:10]([C:12]([O:14][CH3:15])=[O:13])=[CH:9][C:8]=1[N+:16]([O-])=O)C. The catalyst is C(O)(=O)C.O.[Fe]. The product is [O:3]=[C:4]1[NH:16][C:8]2[CH:9]=[C:10]([C:12]([O:14][CH3:15])=[O:13])[S:11][C:7]=2[NH:6][CH2:5]1. The yield is 0.920. (2) The reactants are Cl[C:2]1[N:7]=[C:6]([O:8][CH3:9])[CH:5]=[CH:4][N:3]=1.N#N.[Br-].[CH2:13]([Zn+])[C:14]1[CH:19]=[CH:18][CH:17]=[CH:16][CH:15]=1. The catalyst is C1COCC1.Cl[Pd](Cl)([P](C1C=CC=CC=1)(C1C=CC=CC=1)C1C=CC=CC=1)[P](C1C=CC=CC=1)(C1C=CC=CC=1)C1C=CC=CC=1. The product is [CH2:13]([C:2]1[N:7]=[C:6]([O:8][CH3:9])[CH:5]=[CH:4][N:3]=1)[C:14]1[CH:19]=[CH:18][CH:17]=[CH:16][CH:15]=1. The yield is 0.980. (3) The reactants are [N:1]([CH2:4][CH2:5][NH:6][C:7](=[O:21])[CH2:8][CH2:9][CH2:10][CH2:11][CH2:12][CH2:13][CH2:14][CH2:15][CH2:16]CCCC)=[N+:2]=[N-:3].[CH2:22](C1C=CC(C(Cl)=O)=CC=1)[CH2:23]CCC.N(CCN)=[N+]=[N-].C(N(CC)CC)C. The catalyst is ClCCl. The product is [N:1]([CH2:4][CH2:5][NH:6][C:7](=[O:21])[C:8]1[CH:9]=[CH:10][C:11]([CH2:12][CH2:13][CH2:14][CH2:15][CH3:16])=[CH:23][CH:22]=1)=[N+:2]=[N-:3]. The yield is 0.760. (4) The reactants are [H-].[Al+3].[Li+].[H-].[H-].[H-].[NH:7]1[C:13](=O)[CH2:12][CH2:11][CH2:10][C:9]2[CH:15]=[CH:16][CH:17]=[CH:18][C:8]1=2.O.[OH-].[Na+]. The catalyst is O1CCCC1. The product is [NH:7]1[CH2:13][CH2:12][CH2:11][CH2:10][C:9]2[CH:15]=[CH:16][CH:17]=[CH:18][C:8]1=2. The yield is 0.850. (5) The reactants are [C:1]([C:3]1[CH:8]=[CH:7][CH:6]=[CH:5][C:4]=1[C:9]1[CH:14]=[CH:13][C:12]([CH2:15][CH:16]([C:21](=O)[CH2:22][CH2:23][CH2:24][CH3:25])[C:17](OC)=[O:18])=[CH:11][CH:10]=1)#[N:2].[O:27]1[C:31]2([CH2:36][CH2:35][CH:34]([NH:37][C:38]3[NH:42][C:41]([CH3:43])=[N:40][N:39]=3)[CH2:33][CH2:32]2)[O:30][CH2:29][CH2:28]1.N12CCCN=C1CCCCC2.C(N(CC)C1C=CC=CC=1)C. The catalyst is C(OCC)(=O)C. The product is [CH2:22]([C:21]1[N:39]2[N:40]=[C:41]([CH3:43])[N:42]=[C:38]2[N:37]([CH:34]2[CH2:33][CH2:32][C:31]3([O:27][CH2:28][CH2:29][O:30]3)[CH2:36][CH2:35]2)[C:17](=[O:18])[C:16]=1[CH2:15][C:12]1[CH:11]=[CH:10][C:9]([C:4]2[C:3]([C:1]#[N:2])=[CH:8][CH:7]=[CH:6][CH:5]=2)=[CH:14][CH:13]=1)[CH2:23][CH2:24][CH3:25]. The yield is 0.570. (6) The reactants are [CH3:1][C@H:2]1[C:10]2[C:9]([N:11]3[CH2:16][CH2:15][N:14]([C:17]([O:19][C:20]([CH3:23])([CH3:22])[CH3:21])=[O:18])[CH2:13][CH2:12]3)=[N:8][CH:7]=[N:6][C:5]=2[C:4](=[O:24])[CH2:3]1.C[Li].[CH2:27](OCC)C. The catalyst is C1COCC1. The product is [OH:24][C:4]1([CH3:27])[C:5]2[N:6]=[CH:7][N:8]=[C:9]([N:11]3[CH2:16][CH2:15][N:14]([C:17]([O:19][C:20]([CH3:23])([CH3:22])[CH3:21])=[O:18])[CH2:13][CH2:12]3)[C:10]=2[C@H:2]([CH3:1])[CH2:3]1. The yield is 0.690. (7) The catalyst is CO. The reactants are Cl.[NH2:2][CH2:3][CH2:4][CH2:5][C:6]([O:8]C)=O.C([BH3-])#N.[Na+].[F:14][C:15]1[C:16]([NH:31][C:32]2[CH:37]=[CH:36][C:35]([I:38])=[CH:34][C:33]=2[F:39])=[C:17]([CH:25]=[C:26]([CH:29]=O)[C:27]=1[F:28])[C:18]([NH:20][O:21][CH2:22][CH2:23][OH:24])=[O:19]. The yield is 0.470. The product is [F:14][C:15]1[C:16]([NH:31][C:32]2[CH:37]=[CH:36][C:35]([I:38])=[CH:34][C:33]=2[F:39])=[C:17]([CH:25]=[C:26]([CH2:29][N:2]2[CH2:3][CH2:4][CH2:5][C:6]2=[O:8])[C:27]=1[F:28])[C:18]([NH:20][O:21][CH2:22][CH2:23][OH:24])=[O:19]. (8) The reactants are Cl.CN(C)CCCN=C=NCC.OC1C=CC=C[N+]=1[O-].[Cl:21][C:22]1[CH:23]=[C:24]([N:39]2[CH:43]=[N:42][C:41]([C:44](O)=[O:45])=[N:40]2)[CH:25]=[C:26]([Cl:38])[C:27]=1[O:28][CH2:29][C:30]1[CH:35]=[CH:34][C:33]([O:36][CH3:37])=[CH:32][CH:31]=1.[NH2:47][CH2:48][C:49]1[CH:54]=[CH:53][C:52]([OH:55])=[CH:51][CH:50]=1. The catalyst is N1C=CC=CC=1. The product is [Cl:21][C:22]1[CH:23]=[C:24]([N:39]2[CH:43]=[N:42][C:41]([C:44]([NH:47][CH2:48][C:49]3[CH:54]=[CH:53][C:52]([OH:55])=[CH:51][CH:50]=3)=[O:45])=[N:40]2)[CH:25]=[C:26]([Cl:38])[C:27]=1[O:28][CH2:29][C:30]1[CH:35]=[CH:34][C:33]([O:36][CH3:37])=[CH:32][CH:31]=1. The yield is 0.520. (9) The reactants are Cl.Cl.[NH:3]1[CH2:7][CH2:6][C@H:5]([CH2:8][NH:9][CH2:10][C:11]([O:13][CH2:14][CH3:15])=[O:12])[CH2:4]1.C(N(CC)CC)C.Cl[C:24]1[N:32]2[C:28](=[N:29][C:30]3[CH:36]=[CH:35][CH:34]=[CH:33][C:31]=32)[C:27]([C:37]#[N:38])=[C:26]([CH3:39])[C:25]=1[C:40]1[CH:45]=[CH:44][CH:43]=[CH:42][CH:41]=1. The product is [C:37]([C:27]1[C:28]2=[N:29][C:30]3[CH:36]=[CH:35][CH:34]=[CH:33][C:31]=3[N:32]2[C:24]([N:3]2[CH2:7][CH2:6][C@@H:5]([CH2:8][NH:9][CH2:10][C:11]([O:13][CH2:14][CH3:15])=[O:12])[CH2:4]2)=[C:25]([C:40]2[CH:45]=[CH:44][CH:43]=[CH:42][CH:41]=2)[C:26]=1[CH3:39])#[N:38]. The yield is 0.720. The catalyst is CN(C)C=O. (10) The reactants are Br[CH2:2][C:3]1[CH:8]=[CH:7][CH:6]=[C:5]([CH2:9][Br:10])[N:4]=1.[O:11]1[CH2:15][CH2:14][CH:13]([CH2:16][OH:17])[CH2:12]1. No catalyst specified. The product is [Br:10][CH2:9][C:5]1[CH:6]=[CH:7][CH:8]=[C:3]([CH2:2][O:17][CH2:16][CH:13]2[CH2:14][CH2:15][O:11][CH2:12]2)[N:4]=1. The yield is 0.370.